Dataset: Reaction yield outcomes from USPTO patents with 853,638 reactions. Task: Predict the reaction yield, written as a fraction of the theoretical maximum amount of product (1.0 means a 100% yield; for example, 0.34 means a 34% yield). The reactants are [NH2:1][C:2]1[C:3]2[N:4]([C:8]([C@H:12]3[CH2:17][N:16]([C:18]([O:20][CH2:21][C:22]4[CH:27]=[CH:26][CH:25]=[CH:24][CH:23]=4)=[O:19])[C@H:15]([CH2:28][O:29][CH3:30])[CH2:14][CH2:13]3)=[N:9][C:10]=2Br)[CH:5]=[CH:6][N:7]=1.CC1(C)C(C)(C)OB([C:39]2[CH:57]=[CH:56][C:42]([C:43]([NH:45][C:46]3[CH:51]=[C:50]([C:52]([F:55])([F:54])[F:53])[CH:49]=[CH:48][N:47]=3)=[O:44])=[CH:41][CH:40]=2)O1.C([O-])([O-])=O.[K+].[K+]. The catalyst is O1CCOCC1.O.C1C=CC(P(C2C=CC=CC=2)[C-]2C=CC=C2)=CC=1.C1C=CC(P(C2C=CC=CC=2)[C-]2C=CC=C2)=CC=1.Cl[Pd]Cl.[Fe+2]. The product is [NH2:1][C:2]1[C:3]2[N:4]([C:8]([C@H:12]3[CH2:17][N:16]([C:18]([O:20][CH2:21][C:22]4[CH:27]=[CH:26][CH:25]=[CH:24][CH:23]=4)=[O:19])[C@H:15]([CH2:28][O:29][CH3:30])[CH2:14][CH2:13]3)=[N:9][C:10]=2[C:39]2[CH:57]=[CH:56][C:42]([C:43](=[O:44])[NH:45][C:46]3[CH:51]=[C:50]([C:52]([F:53])([F:54])[F:55])[CH:49]=[CH:48][N:47]=3)=[CH:41][CH:40]=2)[CH:5]=[CH:6][N:7]=1. The yield is 0.720.